Predict the product of the given reaction. From a dataset of Forward reaction prediction with 1.9M reactions from USPTO patents (1976-2016). Given the reactants [C:1]1([C:7]([C:17]2[CH:22]=[CH:21][CH:20]=[CH:19][CH:18]=2)=[N:8][NH:9][C:10]2[CH:15]=[CH:14][C:13]([CH3:16])=[CH:12][CH:11]=2)[CH:6]=[CH:5][CH:4]=[CH:3][CH:2]=1.C(N(C(C)C)CC)(C)C.[Cl:32][C:33]1[CH:38]=[CH:37][C:36]([CH2:39][C:40](Cl)=[O:41])=[CH:35][CH:34]=1, predict the reaction product. The product is: [Cl:32][C:33]1[CH:38]=[CH:37][C:36]([CH2:39][C:40]([N:9]([C:10]2[CH:11]=[CH:12][C:13]([CH3:16])=[CH:14][CH:15]=2)[N:8]=[C:7]([C:1]2[CH:2]=[CH:3][CH:4]=[CH:5][CH:6]=2)[C:17]2[CH:22]=[CH:21][CH:20]=[CH:19][CH:18]=2)=[O:41])=[CH:35][CH:34]=1.